From a dataset of Catalyst prediction with 721,799 reactions and 888 catalyst types from USPTO. Predict which catalyst facilitates the given reaction. (1) Reactant: [NH2:1][C@:2]([CH3:13])([CH2:5][CH2:6][C:7]1[N:8]([CH3:12])[CH:9]=[CH:10][CH:11]=1)[CH2:3][OH:4].[C:14](OC(OC(C)(C)C)=O)(OC(C)(C)C)=[O:15].C(N(CC)CC)C. Product: [CH3:13][C@@:2]1([CH2:5][CH2:6][C:7]2[N:8]([CH3:12])[CH:9]=[CH:10][CH:11]=2)[CH2:3][O:4][C:14](=[O:15])[NH:1]1. The catalyst class is: 172. (2) Reactant: [F:1][C:2]1[CH:7]=[C:6]([N+:8]([O-])=O)[CH:5]=[C:4]([F:11])[C:3]=1[N:12]1[CH2:17][CH2:16][Si:15]([CH3:19])([CH3:18])[CH2:14][CH2:13]1.C([O-])(O)=O.[Na+].[C:25](Cl)([O:27][CH2:28][C:29]1[CH:34]=[CH:33][CH:32]=[CH:31][CH:30]=1)=[O:26]. Product: [CH2:28]([O:27][C:25](=[O:26])[NH:8][C:6]1[CH:7]=[C:2]([F:1])[C:3]([N:12]2[CH2:17][CH2:16][Si:15]([CH3:19])([CH3:18])[CH2:14][CH2:13]2)=[C:4]([F:11])[CH:5]=1)[C:29]1[CH:34]=[CH:33][CH:32]=[CH:31][CH:30]=1. The catalyst class is: 123. (3) Reactant: [CH2:1]([C:3]1[CH:4]=[CH:5][C:6]([C:9](=[O:26])[CH2:10][O:11][C:12]2[CH:25]=[CH:24][C:15]([CH2:16][CH:17]3[S:21][C:20](=[O:22])[NH:19][C:18]3=[O:23])=[CH:14][CH:13]=2)=[N:7][CH:8]=1)[CH3:2].[OH:27][S:28]([OH:31])(=[O:30])=[O:29]. Product: [S:28]([OH:31])([OH:30])(=[O:29])=[O:27].[CH2:1]([C:3]1[CH:4]=[CH:5][C:6]([C:9](=[O:26])[CH2:10][O:11][C:12]2[CH:13]=[CH:14][C:15]([CH2:16][CH:17]3[S:21][C:20](=[O:22])[NH:19][C:18]3=[O:23])=[CH:24][CH:25]=2)=[N:7][CH:8]=1)[CH3:2]. The catalyst class is: 14. (4) The catalyst class is: 11. Product: [C:1]([CH:5]1[CH2:10][CH2:9][C:8]([N:12]2[CH2:16][CH2:15][CH2:14][CH2:13]2)=[CH:7][CH2:6]1)([CH3:4])([CH3:3])[CH3:2]. Reactant: [C:1]([CH:5]1[CH2:10][CH2:9][C:8](=O)[CH2:7][CH2:6]1)([CH3:4])([CH3:3])[CH3:2].[NH:12]1[CH2:16][CH2:15][CH2:14][CH2:13]1. (5) The catalyst class is: 137. Product: [C:1]([NH:5][C:6]1[CH:11]=[CH:10][C:9]([NH:12][C:13]([CH:15]2[CH2:20][CH:19]([NH:21][C:22]3[N:27]=[C:26]([C:28]4[C:36]5[C:31](=[CH:32][CH:33]=[CH:34][CH:35]=5)[NH:30][CH:29]=4)[C:25]([Cl:37])=[CH:24][N:23]=3)[CH2:18][NH:17][CH2:16]2)=[O:14])=[CH:8][CH:7]=1)(=[O:4])[CH:2]=[CH2:3]. Reactant: [C:1]([NH:5][C:6]1[CH:11]=[CH:10][C:9]([NH:12][C:13]([CH:15]2[CH2:20][CH:19]([NH:21][C:22]3[N:27]=[C:26]([C:28]4[C:36]5[C:31](=[CH:32][CH:33]=[CH:34][CH:35]=5)[NH:30][CH:29]=4)[C:25]([Cl:37])=[CH:24][N:23]=3)[CH2:18][N:17](C(OC(C)(C)C)=O)[CH2:16]2)=[O:14])=[CH:8][CH:7]=1)(=[O:4])[CH:2]=[CH2:3]. (6) Reactant: [NH2:1][C:2]1[N:7]=[C:6]([NH2:8])[C:5]([C:9]2[CH:14]=[CH:13][C:12]([N+:15]([O-])=O)=[CH:11][CH:10]=2)=[C:4]([CH2:18][O:19][CH2:20][CH:21]2[CH2:24][CH2:23][CH2:22]2)[N:3]=1.[H][H]. Product: [NH2:1][C:2]1[N:7]=[C:6]([NH2:8])[C:5]([C:9]2[CH:10]=[CH:11][C:12]([NH2:15])=[CH:13][CH:14]=2)=[C:4]([CH2:18][O:19][CH2:20][CH:21]2[CH2:24][CH2:23][CH2:22]2)[N:3]=1. The catalyst class is: 19. (7) Reactant: Cl[C:2]1[CH:12]=[C:11]([NH:13][CH:14]([CH3:16])[CH3:15])[C:5]([C:6]([O:8][CH2:9][CH3:10])=[O:7])=[CH:4][N:3]=1.Cl.[CH3:18][O:19][NH:20][CH3:21].C([O-])([O-])=O.[Na+].[Na+]. Product: [CH:14]([NH:13][C:11]1[C:5]([C:6]([O:8][CH2:9][CH3:10])=[O:7])=[CH:4][N:3]=[C:2]([N:20]([O:19][CH3:18])[CH3:21])[CH:12]=1)([CH3:16])[CH3:15]. The catalyst class is: 12. (8) Reactant: [CH3:1][O:2][C:3]1[C:4]2[N:5]([N:15]=[CH:16][C:17]=2[C:18]#[C:19][C:20]2[CH:25]=[CH:24][N:23]=[C:22]([NH2:26])[CH:21]=2)[CH:6]=[C:7]([C:9]2[CH:10]=[N:11][N:12]([CH3:14])[CH:13]=2)[CH:8]=1.[C:27]1([N:33]=[C:34]=[O:35])[CH:32]=[CH:31][CH:30]=[CH:29][CH:28]=1. Product: [CH3:1][O:2][C:3]1[C:4]2[N:5]([N:15]=[CH:16][C:17]=2[C:18]#[C:19][C:20]2[CH:25]=[CH:24][N:23]=[C:22]([NH:26][C:34]([NH:33][C:27]3[CH:32]=[CH:31][CH:30]=[CH:29][CH:28]=3)=[O:35])[CH:21]=2)[CH:6]=[C:7]([C:9]2[CH:10]=[N:11][N:12]([CH3:14])[CH:13]=2)[CH:8]=1. The catalyst class is: 4. (9) Reactant: CC(C1C=C(C(C)C)C(C2C(P(C(C)(C)C)C(C)(C)C)=CC=CC=2)=C(C(C)C)C=1)C.Br[C:32]1[N:33]=[C:34]2[CH:40]=[C:39]([C:41]3[CH:42]=[N:43][N:44]([CH3:46])[CH:45]=3)[N:38]([CH2:47][O:48][CH2:49][CH2:50][Si:51]([CH3:54])([CH3:53])[CH3:52])[C:35]2=[N:36][CH:37]=1.[NH:55]([C:57]([O:59][C:60]([CH3:63])([CH3:62])[CH3:61])=[O:58])[NH2:56].CC([O-])(C)C.[Na+]. Product: [CH3:46][N:44]1[CH:45]=[C:41]([C:39]2[N:38]([CH2:47][O:48][CH2:49][CH2:50][Si:51]([CH3:54])([CH3:53])[CH3:52])[C:35]3=[N:36][CH:37]=[C:32]([NH:56][NH:55][C:57]([O:59][C:60]([CH3:63])([CH3:62])[CH3:61])=[O:58])[N:33]=[C:34]3[CH:40]=2)[CH:42]=[N:43]1. The catalyst class is: 102. (10) Reactant: [C:1]1([C:7]2[N:11]3[CH:12]=[CH:13][C:14]([C:16]4[CH:23]=[CH:22][C:19]([CH:20]=[O:21])=[CH:18][CH:17]=4)=[CH:15][C:10]3=[N:9][CH:8]=2)[CH:6]=[CH:5][CH:4]=[CH:3][CH:2]=1.[CH3:24][S:25]([N:28]1[CH2:33][CH2:32][NH:31][CH2:30][CH2:29]1)(=[O:27])=[O:26].C(O[BH-](OC(=O)C)OC(=O)C)(=O)C.[Na+].C(O)(=O)C. Product: [C:1]1([C:7]2[N:11]3[CH:12]=[CH:13][C:14]([C:16]4[CH:17]=[CH:18][C:19]([CH2:20][OH:21])=[CH:22][CH:23]=4)=[CH:15][C:10]3=[N:9][CH:8]=2)[CH:6]=[CH:5][CH:4]=[CH:3][CH:2]=1.[CH3:24][S:25]([N:28]1[CH2:33][CH2:32][N:31]([CH2:20][C:19]2[CH:22]=[CH:23][C:16]([C:14]3[CH:13]=[CH:12][N:11]4[C:7]([C:1]5[CH:6]=[CH:5][CH:4]=[CH:3][CH:2]=5)=[CH:8][N:9]=[C:10]4[CH:15]=3)=[CH:17][CH:18]=2)[CH2:30][CH2:29]1)(=[O:27])=[O:26]. The catalyst class is: 26.